From a dataset of Full USPTO retrosynthesis dataset with 1.9M reactions from patents (1976-2016). Predict the reactants needed to synthesize the given product. (1) Given the product [CH:1]1([C:5]2[C:17]3[C:16]4[CH2:15][CH2:14][CH2:13][CH2:12][C:11]=4[C:10](=[O:18])[NH:9][C:8]=3[N:7]([CH2:19][C:20]3[CH:27]=[CH:26][CH:25]=[C:22]([C:23]4[NH:30][N:29]=[N:28][N:24]=4)[CH:21]=3)[N:6]=2)[CH2:4][CH2:3][CH2:2]1, predict the reactants needed to synthesize it. The reactants are: [CH:1]1([C:5]2[C:17]3[C:16]4[CH2:15][CH2:14][CH2:13][CH2:12][C:11]=4[C:10](=[O:18])[NH:9][C:8]=3[N:7]([CH2:19][C:20]3[CH:21]=[C:22]([CH:25]=[CH:26][CH:27]=3)[C:23]#[N:24])[N:6]=2)[CH2:4][CH2:3][CH2:2]1.[N-:28]=[N+:29]=[N-:30].C([Sn](=O)CCCC)CCC.N. (2) The reactants are: [S:1]1[CH:5]=[CH:4][N:3]=[C:2]1[NH2:6].N1C=CN=C1.[S:12](Cl)(Cl)(=[O:14])=[O:13].Cl.[CH3:18][O:19][C:20]1[CH:25]=[C:24]([C:26]([F:29])([F:28])[F:27])[CH:23]=[CH:22][C:21]=1[C:30]1[C:31]2[CH2:39][CH2:38][NH:37][CH2:36][C:32]=2[N:33]=[CH:34][N:35]=1.CCN(C(C)C)C(C)C. Given the product [CH3:18][O:19][C:20]1[CH:25]=[C:24]([C:26]([F:29])([F:27])[F:28])[CH:23]=[CH:22][C:21]=1[C:30]1[C:31]2[CH2:39][CH2:38][N:37]([S:12]([NH:6][C:2]3[S:1][CH:5]=[CH:4][N:3]=3)(=[O:14])=[O:13])[CH2:36][C:32]=2[N:33]=[CH:34][N:35]=1, predict the reactants needed to synthesize it. (3) Given the product [F:37][C:38]1[CH:43]=[CH:42][C:41]([C:17]2[CH:26]=[CH:25][C:20]([C:21]([O:23][CH3:24])=[O:22])=[C:19]([O:27][CH3:28])[CH:18]=2)=[CH:40][CH:39]=1, predict the reactants needed to synthesize it. The reactants are: FC(F)(F)S(OS(C(F)(F)F)(=O)=O)(=O)=O.O[C:17]1[CH:26]=[CH:25][C:20]([C:21]([O:23][CH3:24])=[O:22])=[C:19]([O:27][CH3:28])[CH:18]=1.C(N(CC)CC)C.Cl.[F:37][C:38]1[CH:43]=[CH:42][C:41](B(O)O)=[CH:40][CH:39]=1.C(=O)([O-])[O-].[Na+].[Na+]. (4) Given the product [C:17]([O:21][C:22](=[O:23])[NH:24][C@H:25]([CH2:30][C:31]1[CH:36]=[C:35]([F:37])[C:34]([F:38])=[CH:33][C:32]=1[F:39])[CH2:26][C:27]([N:10]1[CH2:9][CH2:8][N:7]2[C:3]([C:2]([F:1])([F:15])[F:16])=[N:4][C:5]([C:12](=[O:14])[CH3:13])=[C:6]2[CH2:11]1)=[O:28])([CH3:20])([CH3:18])[CH3:19], predict the reactants needed to synthesize it. The reactants are: [F:1][C:2]([F:16])([F:15])[C:3]1[N:7]2[CH2:8][CH2:9][NH:10][CH2:11][C:6]2=[C:5]([C:12](=[O:14])[CH3:13])[N:4]=1.[C:17]([O:21][C:22]([NH:24][C@H:25]([CH2:30][C:31]1[CH:36]=[C:35]([F:37])[C:34]([F:38])=[CH:33][C:32]=1[F:39])[CH2:26][C:27](O)=[O:28])=[O:23])([CH3:20])([CH3:19])[CH3:18].C(N(CC)CC)C.O=C1N(P(Cl)(N2CCOC2=O)=O)CCO1. (5) Given the product [CH:55]([O:57][CH2:58][CH2:59][O:60][NH:61][C:18]([C:17]1[CH:16]=[CH:15][N:14]2[CH:21]=[N:22][CH:23]=[C:13]2[C:12]=1[NH:11][C:8]1[CH:9]=[CH:10][C:5]([CH:1]2[CH2:4][CH2:3][CH2:2]2)=[CH:6][C:7]=1[F:24])=[O:20])=[CH2:56], predict the reactants needed to synthesize it. The reactants are: [CH:1]1([C:5]2[CH:10]=[CH:9][C:8]([NH:11][C:12]3[C:13]4[N:14]([CH:21]=[N:22][CH:23]=4)[CH:15]=[CH:16][C:17]=3[C:18]([OH:20])=O)=[C:7]([F:24])[CH:6]=2)[CH2:4][CH2:3][CH2:2]1.CCN=C=NCCCN(C)C.C1C=CC2N(O)N=NC=2C=1.CCN(C(C)C)C(C)C.[CH:55]([O:57][CH2:58][CH2:59][O:60][NH2:61])=[CH2:56].